Dataset: CYP2D6 inhibition data for predicting drug metabolism from PubChem BioAssay. Task: Regression/Classification. Given a drug SMILES string, predict its absorption, distribution, metabolism, or excretion properties. Task type varies by dataset: regression for continuous measurements (e.g., permeability, clearance, half-life) or binary classification for categorical outcomes (e.g., BBB penetration, CYP inhibition). Dataset: cyp2d6_veith. (1) The drug is O=C(CCCN1CCC(n2c(=O)[nH]c3ccccc32)CC1)c1ccc(F)cc1. The result is 1 (inhibitor). (2) The compound is CCOc1ccc(-n2ccnc2SCC(=O)Nc2nnc(CC)s2)cc1. The result is 0 (non-inhibitor). (3) The compound is CCCCSc1nc(C)cc(NC(=S)Nc2ccc(OC)cc2)n1. The result is 0 (non-inhibitor).